From a dataset of Peptide-MHC class I binding affinity with 185,985 pairs from IEDB/IMGT. Regression. Given a peptide amino acid sequence and an MHC pseudo amino acid sequence, predict their binding affinity value. This is MHC class I binding data. (1) The peptide sequence is APRRRDEEL. The MHC is HLA-A02:19 with pseudo-sequence HLA-A02:19. The binding affinity (normalized) is 0.0847. (2) The peptide sequence is YVPTEFWGF. The MHC is HLA-B15:01 with pseudo-sequence HLA-B15:01. The binding affinity (normalized) is 0.463. (3) The peptide sequence is PPIPMSRLFM. The MHC is HLA-B07:02 with pseudo-sequence HLA-B07:02. The binding affinity (normalized) is 0.330. (4) The peptide sequence is ERYFRINSL. The binding affinity (normalized) is 0.0214. The MHC is Patr-A0401 with pseudo-sequence Patr-A0401. (5) The peptide sequence is ESDPEGALW. The MHC is HLA-B57:01 with pseudo-sequence HLA-B57:01. The binding affinity (normalized) is 0.448. (6) The peptide sequence is IYSAEFKNY. The MHC is HLA-B15:01 with pseudo-sequence HLA-B15:01. The binding affinity (normalized) is 0.0847. (7) The peptide sequence is LPNRRHHLI. The MHC is HLA-A24:03 with pseudo-sequence HLA-A24:03. The binding affinity (normalized) is 0.0847. (8) The peptide sequence is HEGDIVPLF. The MHC is HLA-B08:02 with pseudo-sequence HLA-B08:02. The binding affinity (normalized) is 0.0847. (9) The peptide sequence is SPLYIDISDV. The MHC is HLA-B53:01 with pseudo-sequence HLA-B53:01. The binding affinity (normalized) is 0.187. (10) The peptide sequence is TEYDDHINL. The MHC is HLA-B40:02 with pseudo-sequence HLA-B40:02. The binding affinity (normalized) is 0.685.